From a dataset of Merck oncology drug combination screen with 23,052 pairs across 39 cell lines. Regression. Given two drug SMILES strings and cell line genomic features, predict the synergy score measuring deviation from expected non-interaction effect. (1) Drug 1: O=C(NOCC(O)CO)c1ccc(F)c(F)c1Nc1ccc(I)cc1F. Drug 2: NC1CCCCC1N.O=C(O)C(=O)O.[Pt+2]. Cell line: HCT116. Synergy scores: synergy=8.07. (2) Drug 1: CCC1(O)CC2CN(CCc3c([nH]c4ccccc34)C(C(=O)OC)(c3cc4c(cc3OC)N(C)C3C(O)(C(=O)OC)C(OC(C)=O)C5(CC)C=CCN6CCC43C65)C2)C1. Drug 2: CNC(=O)c1cc(Oc2ccc(NC(=O)Nc3ccc(Cl)c(C(F)(F)F)c3)cc2)ccn1. Cell line: A2058. Synergy scores: synergy=25.4.